This data is from Full USPTO retrosynthesis dataset with 1.9M reactions from patents (1976-2016). The task is: Predict the reactants needed to synthesize the given product. (1) Given the product [CH3:1][O:2][CH2:3][CH2:4][CH2:5][CH2:6][N:7]1[C:11]2[CH:12]=[CH:13][CH:14]=[CH:15][C:10]=2[N:9]=[C:8]1[C:16]([N:18]([CH3:42])[C@H:19]1[CH2:24][C@@H:23]([C:25]([N:27]2[CH2:32][CH2:31][O:30][CH2:29][CH2:28]2)=[O:26])[CH2:22][N:21]([C:33]([O:35][C:36]([CH3:39])([CH3:38])[CH3:37])=[O:34])[CH2:20]1)=[O:17], predict the reactants needed to synthesize it. The reactants are: [CH3:1][O:2][CH2:3][CH2:4][CH2:5][CH2:6][N:7]1[C:11]2[CH:12]=[CH:13][CH:14]=[CH:15][C:10]=2[N:9]=[C:8]1[C:16]([NH:18][C@H:19]1[CH2:24][C@@H:23]([C:25]([N:27]2[CH2:32][CH2:31][O:30][CH2:29][CH2:28]2)=[O:26])[CH2:22][N:21]([C:33]([O:35][C:36]([CH3:39])([CH3:38])[CH3:37])=[O:34])[CH2:20]1)=[O:17].[H-].[Na+].[CH3:42]I. (2) Given the product [CH3:20][O:21][C:22](=[O:31])[C:23]1[CH:28]=[CH:27][CH:26]=[C:25]([CH2:29][O:19][C:16]2[CH:17]=[CH:18][C:11]3[CH2:10][CH2:9][N:8]([CH:6]4[CH2:43][CH2:42][CH2:41][CH2:40]4)[CH2:14][CH2:13][C:12]=3[CH:15]=2)[CH:24]=1, predict the reactants needed to synthesize it. The reactants are: C(O[C:6]([N:8]1[CH2:14][CH2:13][C:12]2[CH:15]=[C:16]([OH:19])[CH:17]=[CH:18][C:11]=2[CH2:10][CH2:9]1)=O)(C)(C)C.[CH3:20][O:21][C:22](=[O:31])[C:23]1[CH:28]=[CH:27][CH:26]=[C:25]([CH2:29]Br)[CH:24]=1.C(OC(N1CC[C:43]2C=C(OCC3C=CC(C(OC)=O)=CC=3)C=C[C:42]=2[CH2:41][CH2:40]1)=O)(C)(C)C.COC(=O)C1C=CC(COC2C=CC3CCNCCC=3C=2)=CC=1. (3) Given the product [CH2:1]([O:3][C:4]([C:6]1[S:7][C:8]([C:21]2[C:22]3[C:17](=[CH:16][CH:15]=[CH:14][CH:13]=3)[CH:18]=[CH:19][CH:20]=2)=[C:9]([CH3:11])[N:10]=1)=[O:5])[CH3:2], predict the reactants needed to synthesize it. The reactants are: [CH2:1]([O:3][C:4]([C:6]1[S:7][C:8](Br)=[C:9]([CH3:11])[N:10]=1)=[O:5])[CH3:2].[C:13]1(B(O)O)[C:22]2[C:17](=[CH:18][CH:19]=[CH:20][CH:21]=2)[CH:16]=[CH:15][CH:14]=1.C(=O)([O-])[O-].[Cs+].[Cs+]. (4) Given the product [CH2:4]1[C:8]2([CH:13]=[CH:12][C:11](=[O:14])[CH:10]=[CH:9]2)[CH2:7][CH2:6][CH2:5]1, predict the reactants needed to synthesize it. The reactants are: [OH-].[Na+].Cl[CH2:4][CH2:5][CH2:6][CH2:7][C:8]1[CH:13]=[CH:12][C:11]([OH:14])=[CH:10][CH:9]=1. (5) Given the product [CH3:22][O:21][C:18]1[CH:19]=[C:20]2[C:15](=[CH:16][C:17]=1[O:23][CH3:24])[N:14]=[CH:13][N:12]=[C:11]2[NH:10][C:6]1[C:7]([CH:8]=[C:2]([N:26]([CH3:27])[CH3:25])[C:3](=[O:4])[CH:5]=1)=[O:9], predict the reactants needed to synthesize it. The reactants are: Cl[C:2]1[C:3]([CH:5]=[C:6]([NH:10][C:11]2[C:20]3[C:15](=[CH:16][C:17]([O:23][CH3:24])=[C:18]([O:21][CH3:22])[CH:19]=3)[N:14]=[CH:13][N:12]=2)[C:7](=[O:9])[CH:8]=1)=[O:4].[CH3:25][NH:26][CH3:27].